This data is from Catalyst prediction with 721,799 reactions and 888 catalyst types from USPTO. The task is: Predict which catalyst facilitates the given reaction. (1) Reactant: [CH2:1]([O:3][C:4]1[CH:9]=[C:8]([C:10]2[C:11]([O:18][CH3:19])=[N:12][CH:13]=[C:14]([CH2:16]O)[CH:15]=2)[CH:7]=[CH:6][N:5]=1)[CH3:2].[Cl:20]C1C=C(C2C(OC)=NC=C(CO)C=2)C=CN=1.CC[O-].[Na+]. The catalyst class is: 351. Product: [Cl:20][CH2:16][C:14]1[CH:15]=[C:10]([C:8]2[CH:7]=[CH:6][N:5]=[C:4]([O:3][CH2:1][CH3:2])[CH:9]=2)[C:11]([O:18][CH3:19])=[N:12][CH:13]=1. (2) Reactant: C([O:4][CH2:5][C:6]1[C:7]([N:28]2[N:37]=[CH:36][C:35]3[C:30](=[C:31]([F:42])[CH:32]=[C:33]([C:38]([CH3:41])([CH3:40])[CH3:39])[CH:34]=3)[C:29]2=[O:43])=[N:8][CH:9]=[CH:10][C:11]=1[C:12]1[CH:17]=[C:16]([NH:18][C:19]2[CH:23]=[CH:22][N:21]([CH2:24][CH3:25])[N:20]=2)[C:15](=[O:26])[N:14]([CH3:27])[CH:13]=1)(=O)C.C1COCC1.O. Product: [C:38]([C:33]1[CH:34]=[C:35]2[C:30](=[C:31]([F:42])[CH:32]=1)[C:29](=[O:43])[N:28]([C:7]1[C:6]([CH2:5][OH:4])=[C:11]([C:12]3[CH:17]=[C:16]([NH:18][C:19]4[CH:23]=[CH:22][N:21]([CH2:24][CH3:25])[N:20]=4)[C:15](=[O:26])[N:14]([CH3:27])[CH:13]=3)[CH:10]=[CH:9][N:8]=1)[N:37]=[CH:36]2)([CH3:40])([CH3:39])[CH3:41]. The catalyst class is: 4. (3) The catalyst class is: 5. Reactant: C(OC([N:8]1[CH2:12][C@@H:11]([CH3:13])[CH2:10][C@H:9]1[C:14]1[NH:15][CH:16]=[C:17]([C:19]2[CH:24]=[CH:23][C:22]([C:25]3[CH:30]=[CH:29][C:28]([C:31]4[CH:57]=[CH:56][C:34]5[NH:35][C:36]([C@@H:38]6[CH2:42][C@H:41]([CH3:43])[CH2:40][N:39]6[C:44](=[O:55])[C@@H:45]([N:49]([C:51]([O:53][CH3:54])=[O:52])[CH3:50])[CH:46]([CH3:48])[CH3:47])=[N:37][C:33]=5[CH:32]=4)=[CH:27][CH:26]=3)=[CH:21][CH:20]=2)[N:18]=1)=O)(C)(C)C.[ClH:58].O1CCOCC1. Product: [ClH:58].[CH3:54][O:53][C:51](=[O:52])[N:49]([CH3:50])[C@H:45]([C:44]([N:39]1[CH2:40][C@@H:41]([CH3:43])[CH2:42][C@H:38]1[C:36]1[NH:35][C:34]2[CH:56]=[CH:57][C:31]([C:28]3[CH:29]=[CH:30][C:25]([C:22]4[CH:23]=[CH:24][C:19]([C:17]5[N:18]=[C:14]([C@@H:9]6[CH2:10][C@H:11]([CH3:13])[CH2:12][NH:8]6)[NH:15][CH:16]=5)=[CH:20][CH:21]=4)=[CH:26][CH:27]=3)=[CH:32][C:33]=2[N:37]=1)=[O:55])[CH:46]([CH3:48])[CH3:47]. (4) Reactant: C(OC([NH:11][C@H:12]([C:42]([O:44][C:45]([CH3:48])([CH3:47])[CH3:46])=[O:43])[CH2:13][C:14]1[CH:15]=[N:16][C:17]([O:20][CH2:21][CH2:22][C:23]2[CH:32]=[CH:31][C:30]3[CH2:29][CH2:28][CH2:27][N:26]([CH2:33][C:34]4[CH:39]=[CH:38][C:37]([O:40][CH3:41])=[CH:36][CH:35]=4)[C:25]=3[N:24]=2)=[CH:18][CH:19]=1)=O)C1C=CC=CC=1. Product: [CH3:41][O:40][C:37]1[CH:36]=[CH:35][C:34]([CH2:33][N:26]2[C:25]3[N:24]=[C:23]([CH2:22][CH2:21][O:20][C:17]4[N:16]=[CH:15][C:14]([CH2:13][C@@H:12]([C:42]([O:44][C:45]([CH3:46])([CH3:47])[CH3:48])=[O:43])[NH2:11])=[CH:19][CH:18]=4)[CH:32]=[CH:31][C:30]=3[CH2:29][CH2:28][CH2:27]2)=[CH:39][CH:38]=1. The catalyst class is: 687. (5) Reactant: [CH:1]1([CH:7]([C:9]2[C:13]([CH3:14])=[CH:12][N:11]([C:15]3[CH:20]=[CH:19][CH:18]=[C:17]([C:21]([F:24])([F:23])[F:22])[CH:16]=3)[CH:10]=2)[OH:8])[CH2:6][CH2:5][CH2:4][CH2:3][CH2:2]1.O[C:26]1[CH:35]=[CH:34][C:29]([C:30]([O:32]C)=[O:31])=[CH:28][CH:27]=1.C(P(CCCC)CCCC)CCC.N(C([O-])=O)=NC([O-])=O. Product: [CH:1]1([CH:7]([C:9]2[C:13]([CH3:14])=[CH:12][N:11]([C:15]3[CH:20]=[CH:19][CH:18]=[C:17]([C:21]([F:24])([F:22])[F:23])[CH:16]=3)[CH:10]=2)[O:8][C:26]2[CH:35]=[CH:34][C:29]([C:30]([OH:32])=[O:31])=[CH:28][CH:27]=2)[CH2:6][CH2:5][CH2:4][CH2:3][CH2:2]1. The catalyst class is: 7.